Dataset: Forward reaction prediction with 1.9M reactions from USPTO patents (1976-2016). Task: Predict the product of the given reaction. (1) Given the reactants [F:1][C:2]1[CH:3]=[C:4]([CH:8]=[CH:9][CH:10]=1)[C:5](Cl)=[O:6].[NH:11]1[CH2:15][CH2:14][CH2:13][CH2:12]1, predict the reaction product. The product is: [F:1][C:2]1[CH:3]=[C:4]([CH:8]=[CH:9][CH:10]=1)[C:5]([N:11]1[CH2:15][CH2:14][CH2:13][CH2:12]1)=[O:6]. (2) Given the reactants [CH2:1]([N:8]1[C:13](=[O:14])[C:12]([O:15][CH3:16])=[C:11](Cl)[CH:10]=[N:9]1)[C:2]1[CH:7]=[CH:6][CH:5]=[CH:4][CH:3]=1.[CH3:18][C:19]1[CH:24]=[CH:23][C:22](B(O)O)=[CH:21][CH:20]=1.C([O-])([O-])=O.[Na+].[Na+], predict the reaction product. The product is: [CH2:1]([N:8]1[C:13](=[O:14])[C:12]([O:15][CH3:16])=[C:11]([C:22]2[CH:23]=[CH:24][C:19]([CH3:18])=[CH:20][CH:21]=2)[CH:10]=[N:9]1)[C:2]1[CH:7]=[CH:6][CH:5]=[CH:4][CH:3]=1. (3) Given the reactants [F:1][C:2]1[C:3]([CH3:18])=[C:4]([NH:11][C:12]2[CH:17]=[CH:16][CH:15]=[CH:14][N:13]=2)[C:5]([N+:8]([O-])=O)=[CH:6][CH:7]=1, predict the reaction product. The product is: [F:1][C:2]1[C:3]([CH3:18])=[C:4]([NH:11][C:12]2[CH:17]=[CH:16][CH:15]=[CH:14][N:13]=2)[C:5]([NH2:8])=[CH:6][CH:7]=1.